From a dataset of Forward reaction prediction with 1.9M reactions from USPTO patents (1976-2016). Predict the product of the given reaction. Given the reactants [Si]([O:8][CH2:9][C:10]#[C:11][C:12]1[N:13]=[CH:14][C:15]([NH:18][C:19]2[N:24]=[CH:23][N:22]=[C:21]([NH:25][CH2:26][CH:27]3[CH2:32][CH2:31][N:30](C(OC(C)(C)C)=O)[CH2:29][CH2:28]3)[CH:20]=2)=[N:16][CH:17]=1)(C(C)(C)C)(C)C, predict the reaction product. The product is: [NH:30]1[CH2:31][CH2:32][CH:27]([CH2:26][NH:25][C:21]2[N:22]=[CH:23][N:24]=[C:19]([NH:18][C:15]3[N:16]=[CH:17][C:12]([C:11]#[C:10][CH2:9][OH:8])=[N:13][CH:14]=3)[CH:20]=2)[CH2:28][CH2:29]1.